Task: Predict the product of the given reaction.. Dataset: Forward reaction prediction with 1.9M reactions from USPTO patents (1976-2016) (1) Given the reactants [C:1]([OH:7])([C:3]([F:6])([F:5])[F:4])=[O:2].Br[C:9]1[CH:10]=[C:11]2[C@:22]3([N:27]=[C:26]([NH2:28])[CH2:25][O:24][CH2:23]3)[C:21]3[CH:20]=[C:19]([N:29]4[CH2:34][CH2:33][O:32][CH2:31][CH2:30]4)[N:18]=[C:17]([F:35])[C:16]=3[O:15][C:12]2=[CH:13][CH:14]=1.[F:36][C:37]1[C:42](B(O)O)=[CH:41][CH:40]=[CH:39][N:38]=1.P([O-])([O-])([O-])=O.[K+].[K+].[K+], predict the reaction product. The product is: [F:4][C:3]([F:6])([F:5])[C:1]([OH:7])=[O:2].[F:35][C:17]1[C:16]2[O:15][C:12]3[C:11]([C@:22]4([N:27]=[C:26]([NH2:28])[CH2:25][O:24][CH2:23]4)[C:21]=2[CH:20]=[C:19]([N:29]2[CH2:30][CH2:31][O:32][CH2:33][CH2:34]2)[N:18]=1)=[CH:10][C:9]([C:42]1[C:37]([F:36])=[N:38][CH:39]=[CH:40][CH:41]=1)=[CH:14][CH:13]=3. (2) Given the reactants [CH2:1]([S:5][C:6]1[CH:11]=[CH:10][N:9]=[CH:8][C:7]=1[N+:12]([O-])=O)[CH:2]([CH3:4])[CH3:3].Cl[Sn]Cl, predict the reaction product. The product is: [CH2:1]([S:5][C:6]1[CH:11]=[CH:10][N:9]=[CH:8][C:7]=1[NH2:12])[CH:2]([CH3:4])[CH3:3]. (3) Given the reactants [CH3:1][C:2]1[CH:7]=[CH:6][C:5](/[CH:8]=[CH:9]/[C:10]2(C(C3CCCCO3)=O)[C:18]3[C:13](=[CH:14][CH:15]=[C:16]([C:19]4[N:23]=[CH:22][N:21](C(C5C=CC=CC=5)(C5C=CC=CC=5)C5C=CC=CC=5)[N:20]=4)[CH:17]=3)[NH:12][NH:11]2)=[CH:4][CH:3]=1, predict the reaction product. The product is: [CH3:1][C:2]1[CH:3]=[CH:4][C:5](/[CH:8]=[CH:9]/[C:10]2[C:18]3[C:13](=[CH:14][CH:15]=[C:16]([C:19]4[N:23]=[CH:22][NH:21][N:20]=4)[CH:17]=3)[NH:12][N:11]=2)=[CH:6][CH:7]=1. (4) Given the reactants [CH3:1][O:2][C:3]1[CH:10]=[CH:9][C:8]([O:11][CH3:12])=[CH:7][C:4]=1[CH2:5][NH2:6].[C:13](Cl)(=[O:20])[C:14]1[CH:19]=[CH:18][CH:17]=[CH:16][CH:15]=1.C(N(C(C)C)C(C)C)C, predict the reaction product. The product is: [CH3:1][O:2][C:3]1[CH:10]=[CH:9][C:8]([O:11][CH3:12])=[CH:7][C:4]=1[CH2:5][NH:6][C:13](=[O:20])[C:14]1[CH:19]=[CH:18][CH:17]=[CH:16][CH:15]=1.